This data is from Full USPTO retrosynthesis dataset with 1.9M reactions from patents (1976-2016). The task is: Predict the reactants needed to synthesize the given product. (1) Given the product [CH:52]1([NH:55][C:4]2[C:5]3[N:6]([C:8]([C:11]([NH:13][C:14]4[CH:19]=[CH:18][N:17]=[C:16]([F:20])[CH:15]=4)=[O:12])=[CH:9][N:10]=3)[N:7]=[C:2]([NH:56][C@H:57]3[CH2:62][CH2:61][C@H:60]([OH:63])[CH2:59][CH2:58]3)[CH:3]=2)[CH2:54][CH2:53]1, predict the reactants needed to synthesize it. The reactants are: Cl[C:2]1[CH:3]=[C:4](Cl)[C:5]2[N:6]([C:8]([C:11]([NH:13][C:14]3[CH:19]=[CH:18][N:17]=[C:16]([F:20])[CH:15]=3)=[O:12])=[CH:9][N:10]=2)[N:7]=1.BrC1C2N(C(C(NC3C=CN=C(F)C=3)=O)=CN=2)N=C(Cl)C=1.CCN(C(C)C)C(C)C.[CH:52]1([NH2:55])[CH2:54][CH2:53]1.[NH2:56][C@H:57]1[CH2:62][CH2:61][C@H:60]([OH:63])[CH2:59][CH2:58]1. (2) The reactants are: [N:1]1[C:6]2[S:7][CH:8]=[CH:9][C:5]=2[C:4](O)=[N:3][CH:2]=1.S(Cl)([Cl:13])=O. Given the product [Cl:13][C:4]1[C:5]2[CH:9]=[CH:8][S:7][C:6]=2[N:1]=[CH:2][N:3]=1, predict the reactants needed to synthesize it. (3) Given the product [NH2:3][C:6]1[CH:14]=[CH:13][CH:12]=[CH:11][C:7]=1[C:8]([NH2:16])=[O:9], predict the reactants needed to synthesize it. The reactants are: [H-].[Na+].[N+:3]([C:6]1[CH:14]=[CH:13][CH:12]=[CH:11][C:7]=1[C:8](Cl)=[O:9])([O-])=O.C[N:16](C=O)C.